This data is from Catalyst prediction with 721,799 reactions and 888 catalyst types from USPTO. The task is: Predict which catalyst facilitates the given reaction. (1) Reactant: Cl.[F:2][C:3]([F:17])([F:16])[C:4]1[N:9]=[CH:8][C:7]([N:10]2[CH2:15][CH2:14][NH:13][CH2:12][CH2:11]2)=[CH:6][CH:5]=1.C[O:19][C:20](=[O:25])[CH2:21][CH2:22][CH2:23]Br.C(=O)([O-])[O-].[K+].[K+].[I-].[K+].[OH-].[Li+:35]. Product: [Li+:35].[F:17][C:3]([F:2])([F:16])[C:4]1[N:9]=[CH:8][C:7]([N:10]2[CH2:15][CH2:14][N:13]([CH2:23][CH2:22][CH2:21][C:20]([O-:25])=[O:19])[CH2:12][CH2:11]2)=[CH:6][CH:5]=1. The catalyst class is: 47. (2) Reactant: [H-].[Al+3].[Li+].[H-].[H-].[H-].[CH3:7][C:8]1([C:18](OCC)=[O:19])[CH2:17][CH2:16][C:11]2([O:15][CH2:14][CH2:13][O:12]2)[CH2:10][CH2:9]1. Product: [CH3:7][C:8]1([CH2:18][OH:19])[CH2:17][CH2:16][C:11]2([O:12][CH2:13][CH2:14][O:15]2)[CH2:10][CH2:9]1. The catalyst class is: 27. (3) Product: [ClH:26].[ClH:44].[ClH:26].[O:27]1[C:31]2[CH:32]=[CH:33][C:34]([CH2:36][N:37]3[CH2:42][CH2:41][CH:40]([NH:43][C:17]4[C:18]5[C:23](=[CH:22][CH:21]=[C:20]([O:24][CH3:25])[CH:19]=5)[C:14]([CH:11]5[CH2:12][CH2:13][N:8]([CH2:1][C:2]6[CH:7]=[CH:6][CH:5]=[CH:4][CH:3]=6)[CH2:9][CH2:10]5)=[N:15][N:16]=4)[CH2:39][CH2:38]3)=[CH:35][C:30]=2[O:29][CH2:28]1. The catalyst class is: 729. Reactant: [CH2:1]([N:8]1[CH2:13][CH2:12][CH:11]([C:14]2[C:23]3[C:18](=[CH:19][C:20]([O:24][CH3:25])=[CH:21][CH:22]=3)[C:17]([Cl:26])=[N:16][N:15]=2)[CH2:10][CH2:9]1)[C:2]1[CH:7]=[CH:6][CH:5]=[CH:4][CH:3]=1.[O:27]1[C:31]2[CH:32]=[CH:33][C:34]([CH2:36][N:37]3[CH2:42][CH2:41][CH:40]([NH2:43])[CH2:39][CH2:38]3)=[CH:35][C:30]=2[O:29][CH2:28]1.[Cl-:44].[NH4+].[OH-].[Na+]. (4) Reactant: Cl.[Cl:2][C:3]1[CH:4]=[C:5]2[C:10](=[CH:11][CH:12]=1)[CH:9]=[C:8]([S:13]([N:16]1[CH2:21][CH2:20][NH:19][CH:18]([C:22]([O:24][CH2:25][CH3:26])=[O:23])[CH2:17]1)(=[O:15])=[O:14])[CH:7]=[CH:6]2.C(N(CC)CC)C.[C:34](O[C:34]([O:36][C:37]([CH3:40])([CH3:39])[CH3:38])=[O:35])([O:36][C:37]([CH3:40])([CH3:39])[CH3:38])=[O:35].C(OCC)(=O)C. Product: [C:37]([O:36][C:34]([N:19]1[CH2:20][CH2:21][N:16]([S:13]([C:8]2[CH:7]=[CH:6][C:5]3[C:10](=[CH:11][CH:12]=[C:3]([Cl:2])[CH:4]=3)[CH:9]=2)(=[O:14])=[O:15])[CH2:17][CH:18]1[C:22]([O:24][CH2:25][CH3:26])=[O:23])=[O:35])([CH3:40])([CH3:39])[CH3:38]. The catalyst class is: 5. (5) Reactant: [CH3:1][NH:2][C:3]1[CH:4]=[C:5]([CH:8]=[CH:9][C:10]=1[N+:11]([O-])=O)[C:6]#[N:7]. Product: [NH2:11][C:10]1[CH:9]=[CH:8][C:5]([C:6]#[N:7])=[CH:4][C:3]=1[NH:2][CH3:1]. The catalyst class is: 45.